Task: Predict the product of the given reaction.. Dataset: Forward reaction prediction with 1.9M reactions from USPTO patents (1976-2016) (1) Given the reactants C[Al](C)C.[C:5]1([NH2:11])[CH:10]=[CH:9][CH:8]=[CH:7][CH:6]=1.C([O:14][C:15]([C:17]1[N:21]2[N:22]=[C:23]([Cl:26])[CH:24]=[CH:25][C:20]2=[N:19][C:18]=1[CH3:27])=O)C.Cl, predict the reaction product. The product is: [C:5]1([NH:11][C:15]([C:17]2[N:21]3[N:22]=[C:23]([Cl:26])[CH:24]=[CH:25][C:20]3=[N:19][C:18]=2[CH3:27])=[O:14])[CH:10]=[CH:9][CH:8]=[CH:7][CH:6]=1. (2) Given the reactants Br[C:2]1[C:3]([CH3:28])=[C:4]([N:8]([CH2:13][C:14]2[CH:26]=[CH:25][C:17]([O:18][CH2:19][C:20]([O:22]CC)=[O:21])=[C:16]([CH3:27])[CH:15]=2)[CH2:9][CH2:10][CH2:11][CH3:12])[CH:5]=[CH:6][CH:7]=1.[F:29][C:30]1[CH:35]=[CH:34][C:33](B(O)O)=[CH:32][CH:31]=1, predict the reaction product. The product is: [CH2:9]([N:8]([CH2:13][C:14]1[CH:26]=[CH:25][C:17]([O:18][CH2:19][C:20]([OH:22])=[O:21])=[C:16]([CH3:27])[CH:15]=1)[C:4]1[C:3]([CH3:28])=[C:2]([C:33]2[CH:34]=[CH:35][C:30]([F:29])=[CH:31][CH:32]=2)[CH:7]=[CH:6][CH:5]=1)[CH2:10][CH2:11][CH3:12]. (3) The product is: [Cl:1][C:2]1[CH:7]=[C:6]([Cl:8])[CH:5]=[CH:4][C:3]=1[C:9]1[C:10]([CH:18]=[O:19])=[CH:11][C:12]2[N:13]([CH:15]=[CH:16][N:17]=2)[CH:14]=1. Given the reactants [Cl:1][C:2]1[CH:7]=[C:6]([Cl:8])[CH:5]=[CH:4][C:3]=1[C:9]1[C:10]([CH2:18][OH:19])=[CH:11][C:12]2[N:13]([CH:15]=[CH:16][N:17]=2)[CH:14]=1, predict the reaction product. (4) Given the reactants [CH:1]([C:4]1[CH:12]=[CH:11][CH:10]=[C:6]([C:7]([OH:9])=O)[C:5]=1[OH:13])([CH3:3])[CH3:2].[Cl:14][C:15]1[CH:21]=[C:20]([N+:22]([O-:24])=[O:23])[CH:19]=[CH:18][C:16]=1[NH2:17], predict the reaction product. The product is: [Cl:14][C:15]1[CH:21]=[C:20]([N+:22]([O-:24])=[O:23])[CH:19]=[CH:18][C:16]=1[NH:17][C:7](=[O:9])[C:6]1[CH:10]=[CH:11][CH:12]=[C:4]([CH:1]([CH3:2])[CH3:3])[C:5]=1[OH:13]. (5) Given the reactants FC(F)(F)S(O[C:7]1[C:12]([N:13]([CH2:18][CH3:19])[S:14]([CH3:17])(=[O:16])=[O:15])=[CH:11][N:10]2[N:20]=[C:21]([C:27]3[CH:32]=[CH:31][C:30]([F:33])=[CH:29][CH:28]=3)[C:22]([C:23](=[O:26])[NH:24][CH3:25])=[C:9]2[CH:8]=1)(=O)=O.[CH3:36][C:37]1[CH:54]=[CH:53][C:40]([C:41]([NH:43][C:44]2([C:47]3[CH:52]=[CH:51][CH:50]=[CH:49][N:48]=3)[CH2:46][CH2:45]2)=[O:42])=[CH:39][C:38]=1B1OC(C)(C)C(C)(C)O1.C(=O)([O-])[O-].[Cs+].[Cs+], predict the reaction product. The product is: [CH2:18]([N:13]([C:12]1[C:7]([C:38]2[CH:39]=[C:40]([C:41](=[O:42])[NH:43][C:44]3([C:47]4[CH:52]=[CH:51][CH:50]=[CH:49][N:48]=4)[CH2:45][CH2:46]3)[CH:53]=[CH:54][C:37]=2[CH3:36])=[CH:8][C:9]2[N:10]([N:20]=[C:21]([C:27]3[CH:32]=[CH:31][C:30]([F:33])=[CH:29][CH:28]=3)[C:22]=2[C:23]([NH:24][CH3:25])=[O:26])[CH:11]=1)[S:14]([CH3:17])(=[O:15])=[O:16])[CH3:19].